From a dataset of Forward reaction prediction with 1.9M reactions from USPTO patents (1976-2016). Predict the product of the given reaction. (1) Given the reactants C1(P(C2CCCCC2)C2C=CC=CC=2C2C(C(C)C)=CC(C(C)C)=CC=2C(C)C)CCCCC1.[O:35]1[CH2:40][CH2:39][N:38]([C:41]2[C:46]([NH2:47])=[CH:45][C:44]([N:48]3[CH2:53][CH2:52][O:51][CH2:50][CH2:49]3)=[CH:43][N:42]=2)[CH2:37][CH2:36]1.Cl[C:55]1[C:64]2[C:59](=[CH:60][C:61]([F:66])=[CH:62][C:63]=2[F:65])[N:58]=[C:57]([C:67]2[CH:68]=[N:69][C:70]([F:73])=[CH:71][CH:72]=2)[C:56]=1[CH3:74].CC(C)([O-])C.[Na+], predict the reaction product. The product is: [O:35]1[CH2:40][CH2:39][N:38]([C:41]2[C:46]([NH:47][C:55]3[C:64]4[C:59](=[CH:60][C:61]([F:66])=[CH:62][C:63]=4[F:65])[N:58]=[C:57]([C:67]4[CH:68]=[N:69][C:70]([F:73])=[CH:71][CH:72]=4)[C:56]=3[CH3:74])=[CH:45][C:44]([N:48]3[CH2:49][CH2:50][O:51][CH2:52][CH2:53]3)=[CH:43][N:42]=2)[CH2:37][CH2:36]1. (2) Given the reactants [NH:1]1[CH:5]=[CH:4][N:3]=[CH:2]1.[H-].[Na+].[H][H].Br[CH2:11][CH2:12][CH2:13][CH2:14]Br, predict the reaction product. The product is: [N:1]1([CH2:11][CH2:12][CH2:13][CH2:14][N:1]2[CH:5]=[CH:4][N:3]=[CH:2]2)[CH:5]=[CH:4][N:3]=[CH:2]1. (3) Given the reactants [NH:1]1[CH2:6][CH2:5][O:4][CH2:3][CH2:2]1.[CH3:7][O:8][CH:9]1[CH2:13][CH2:12][N:11]([C:14]2[N:34]=[C:17]3[CH:18]=[CH:19][C:20]([NH:22][C:23]([C:25]4[N:29]([CH3:30])[N:28]=[CH:27][C:26]=4[C:31](O)=[O:32])=[O:24])=[CH:21][N:16]3[N:15]=2)[CH2:10]1, predict the reaction product. The product is: [CH3:7][O:8][CH:9]1[CH2:13][CH2:12][N:11]([C:14]2[N:34]=[C:17]3[CH:18]=[CH:19][C:20]([NH:22][C:23]([C:25]4[N:29]([CH3:30])[N:28]=[CH:27][C:26]=4[C:31]([N:1]4[CH2:6][CH2:5][O:4][CH2:3][CH2:2]4)=[O:32])=[O:24])=[CH:21][N:16]3[N:15]=2)[CH2:10]1. (4) Given the reactants F[C:2]1[CH:9]=[CH:8][C:5]([C:6]#[N:7])=[C:4]([Cl:10])[C:3]=1[CH2:11][CH3:12].[NH2:13][C@@H:14]([C:18]([OH:20])=[O:19])[C@H:15]([CH3:17])[OH:16].C(=O)([O-])[O-].[K+].[K+].O.C(O)(=O)CC(CC(O)=O)(C(O)=O)O, predict the reaction product. The product is: [Cl:10][C:4]1[C:3]([CH2:11][CH3:12])=[C:2]([NH:13][C@H:14]([C@@H:15]([OH:16])[CH3:17])[C:18]([OH:20])=[O:19])[CH:9]=[CH:8][C:5]=1[C:6]#[N:7]. (5) Given the reactants [C:1]([O:5][C:6]([N:8]1[CH2:13][CH2:12][CH:11]([CH:14]2[O:23][C:17]3=[CH:18][N:19]=[C:20](Cl)[CH:21]=[C:16]3[CH2:15]2)[CH2:10][CH2:9]1)=[O:7])([CH3:4])([CH3:3])[CH3:2].[F:24][C:25]([F:36])([F:35])[C:26]1[CH:31]=[C:30](B(O)O)[CH:29]=[CH:28][N:27]=1, predict the reaction product. The product is: [C:1]([O:5][C:6]([N:8]1[CH2:13][CH2:12][CH:11]([CH:14]2[O:23][C:17]3=[CH:18][N:19]=[C:20]([C:30]4[CH:29]=[CH:28][N:27]=[C:26]([C:25]([F:36])([F:35])[F:24])[CH:31]=4)[CH:21]=[C:16]3[CH2:15]2)[CH2:10][CH2:9]1)=[O:7])([CH3:4])([CH3:3])[CH3:2]. (6) Given the reactants C([C@@H](O)[C@H](O)C([O-])=O)(O)=O.[Cl:11][C:12]1[CH:21]=[C:20]2[C:15]([C@H:16]([NH3+:26])[CH2:17][C:18]([CH2:24][F:25])([CH2:22][F:23])[O:19]2)=[CH:14][CH:13]=1.[N:27]([C:30]1[CH:39]=[C:38]2[C:33]([CH2:34][CH2:35][C:36](=[O:40])[NH:37]2)=[CH:32][CH:31]=1)=[C:28]=[S:29].C(N(C(C)C)CC)(C)C, predict the reaction product. The product is: [Cl:11][C:12]1[CH:21]=[C:20]2[C:15]([C@H:16]([NH:26][C:28]([NH:27][C:30]3[CH:39]=[C:38]4[C:33]([CH2:34][CH2:35][C:36](=[O:40])[NH:37]4)=[CH:32][CH:31]=3)=[S:29])[CH2:17][C:18]([CH2:24][F:25])([CH2:22][F:23])[O:19]2)=[CH:14][CH:13]=1. (7) Given the reactants CN(C=O)C.[H-].[Na+].Cl[CH2:9][C:10]1[N:11]=[C:12](/[CH:15]=[CH:16]/[C:17]2[CH:22]=[CH:21][C:20]([F:23])=[CH:19][CH:18]=2)[O:13][CH:14]=1.O.[N:25]1([CH2:30][CH2:31][CH2:32][CH2:33][C:34]2[CH:39]=[CH:38][C:37]([OH:40])=[CH:36][CH:35]=2)[CH:29]=[CH:28][N:27]=[N:26]1, predict the reaction product. The product is: [F:23][C:20]1[CH:21]=[CH:22][C:17](/[CH:16]=[CH:15]/[C:12]2[O:13][CH:14]=[C:10]([CH2:9][O:40][C:37]3[CH:38]=[CH:39][C:34]([CH2:33][CH2:32][CH2:31][CH2:30][N:25]4[CH:29]=[CH:28][N:27]=[N:26]4)=[CH:35][CH:36]=3)[N:11]=2)=[CH:18][CH:19]=1.